The task is: Predict which catalyst facilitates the given reaction.. This data is from Catalyst prediction with 721,799 reactions and 888 catalyst types from USPTO. (1) Reactant: Cl[C:2](=[C:6]([C:9]#[N:10])[C:7]#[N:8])[CH:3]([F:5])[F:4].Cl.[C:12]1([NH:18][NH2:19])[CH:17]=[CH:16][CH:15]=[CH:14][CH:13]=1. Product: [NH2:8][C:7]1[N:18]([C:12]2[CH:17]=[CH:16][CH:15]=[CH:14][CH:13]=2)[N:19]=[C:2]([CH:3]([F:5])[F:4])[C:6]=1[C:9]#[N:10]. The catalyst class is: 8. (2) Reactant: Cl.[Cl:2][C:3]1[CH:8]=[CH:7][C:6]([C:9]2([OH:34])[CH2:14][CH2:13][N:12]([CH2:15][CH2:16][CH:17]=[C:18]3[C:24]4[CH:25]=[CH:26][CH:27]=[CH:28][C:23]=4[C:22](=[O:29])[NH:21][C:20]4[CH:30]=[CH:31][CH:32]=[CH:33][C:19]3=4)[CH2:11][CH2:10]2)=[CH:5][CH:4]=1.[H-].[Na+].Br[CH2:38][CH2:39][CH2:40][O:41][CH:40]1[CH2:39][CH2:38]CC[O:41]1.O. Product: [Cl:2][C:3]1[CH:8]=[CH:7][C:6]([C:9]2([OH:34])[CH2:14][CH2:13][N:12]([CH2:15][CH2:16][CH:17]=[C:18]3[C:24]4[CH:25]=[CH:26][CH:27]=[CH:28][C:23]=4[C:22](=[O:29])[N:21]([CH2:38][CH2:39][CH2:40][OH:41])[C:20]4[CH:30]=[CH:31][CH:32]=[CH:33][C:19]3=4)[CH2:11][CH2:10]2)=[CH:5][CH:4]=1. The catalyst class is: 39.